From a dataset of Reaction yield outcomes from USPTO patents with 853,638 reactions. Predict the reaction yield, written as a fraction of the theoretical maximum amount of product (1.0 means a 100% yield; for example, 0.34 means a 34% yield). (1) The reactants are [CH2:1]([NH:8][CH2:9][C:10]1[CH:15]=[CH:14][CH:13]=[CH:12][CH:11]=1)[C:2]1[CH:7]=[CH:6][CH:5]=[CH:4][CH:3]=1.[CH2:16]([C@H:18]1[O:20][CH2:19]1)[Cl:17]. The catalyst is CCOCC. The product is [Cl:17][CH2:16][C@@H:18]([OH:20])[CH2:19][N:8]([CH2:1][C:2]1[CH:7]=[CH:6][CH:5]=[CH:4][CH:3]=1)[CH2:9][C:10]1[CH:15]=[CH:14][CH:13]=[CH:12][CH:11]=1. The yield is 0.920. (2) The reactants are [NH2:1][C:2]1[CH:9]=[CH:8][C:7]([C:10]2[CH:15]=[CH:14][N:13]=[C:12](Cl)[N:11]=2)=[CH:6][C:3]=1[C:4]#[N:5].NC1C=CC(B2OC(C)(C)C(C)(C)O2)=[CH:22][C:19]=1[C:20]#[N:21].Cl[C:36]1[N:41]=[C:40](Cl)[CH:39]=[CH:38]N=1.[C:43]([O-:46])(O)=O.[Na+].[CH3:48][C:49]#N. The catalyst is O.C1C=CC([P]([Pd]([P](C2C=CC=CC=2)(C2C=CC=CC=2)C2C=CC=CC=2)([P](C2C=CC=CC=2)(C2C=CC=CC=2)C2C=CC=CC=2)[P](C2C=CC=CC=2)(C2C=CC=CC=2)C2C=CC=CC=2)(C2C=CC=CC=2)C2C=CC=CC=2)=CC=1. The product is [NH2:1][C:2]1[CH:9]=[CH:8][C:7]([C:10]2[CH:15]=[CH:14][N:13]=[C:12]([NH:21][C:20]3[CH:38]=[CH:39][C:40]([N:41]4[CH2:36][CH2:43][O:46][CH2:49][CH2:48]4)=[CH:22][CH:19]=3)[N:11]=2)=[CH:6][C:3]=1[C:4]#[N:5]. The yield is 0.650. (3) The reactants are [C:1]([NH:4][C:5]1[CH:34]=[CH:33][C:8]([CH2:9][C:10]2[N:18]([CH2:19][O:20][C:21](=[O:26])[C:22]([CH3:25])([CH3:24])[CH3:23])[C:17]3[C:16](=[O:27])[NH:15][C:14](=[O:28])[N:13]([CH2:29][CH2:30][CH2:31][CH3:32])[C:12]=3[N:11]=2)=[CH:7][CH:6]=1)(=[O:3])[CH3:2].Br[CH2:36][C:37]1[CH:42]=[C:41]([O:43][CH3:44])[CH:40]=[CH:39][C:38]=1[F:45].N12CCCN=C1CCCCC2. The catalyst is C(#N)C.C(OCC)(=O)C. The product is [C:1]([NH:4][C:5]1[CH:34]=[CH:33][C:8]([CH2:9][C:10]2[N:18]([CH2:19][O:20][C:21](=[O:26])[C:22]([CH3:24])([CH3:25])[CH3:23])[C:17]3[C:16](=[O:27])[N:15]([CH2:36][C:37]4[CH:42]=[C:41]([O:43][CH3:44])[CH:40]=[CH:39][C:38]=4[F:45])[C:14](=[O:28])[N:13]([CH2:29][CH2:30][CH2:31][CH3:32])[C:12]=3[N:11]=2)=[CH:7][CH:6]=1)(=[O:3])[CH3:2]. The yield is 0.200.